Dataset: Forward reaction prediction with 1.9M reactions from USPTO patents (1976-2016). Task: Predict the product of the given reaction. (1) Given the reactants [CH:1]1([CH2:4][C:5]2[CH:6]=[C:7]([CH2:11]O)[CH:8]=[CH:9][CH:10]=2)[CH2:3][CH2:2]1.C1(P(C2C=CC=CC=2)C2C=CC=CC=2)C=CC=CC=1.C(Cl)(Cl)(Cl)[Cl:33], predict the reaction product. The product is: [Cl:33][CH2:11][C:7]1[CH:8]=[CH:9][CH:10]=[C:5]([CH2:4][CH:1]2[CH2:3][CH2:2]2)[CH:6]=1. (2) Given the reactants Cl[C:2]1[CH:7]=[CH:6][C:5]([N+:8]([O-:10])=[O:9])=[CH:4][N:3]=1.C(N(CC)CC)C.[CH3:18][S-:19].[Na+], predict the reaction product. The product is: [CH3:18][S:19][C:2]1[CH:7]=[CH:6][C:5]([N+:8]([O-:10])=[O:9])=[CH:4][N:3]=1. (3) The product is: [CH2:12]([O:14][P:15]([CH:20]=[C:21]1[NH:27][CH2:26][CH2:25][N:24]([CH3:28])[C:23]2[CH:29]=[C:30]([C:1]3[CH:6]=[CH:5][CH:4]=[CH:3][CH:2]=3)[CH:31]=[CH:32][C:22]1=2)(=[O:19])[O:16][CH2:17][CH3:18])[CH3:13]. Given the reactants [C:1]1(B(O)O)[CH:6]=[CH:5][CH:4]=[CH:3][CH:2]=1.[F-].[Cs+].[CH2:12]([O:14][P:15]([CH:20]=[C:21]1[NH:27][CH2:26][CH2:25][N:24]([CH3:28])[C:23]2[CH:29]=[C:30](Cl)[CH:31]=[CH:32][C:22]1=2)(=[O:19])[O:16][CH2:17][CH3:18])[CH3:13], predict the reaction product. (4) The product is: [C:22]([NH:30][C:31]1[CH:43]=[C:42](/[CH:44]=[CH:45]/[C:2]2[CH:7]=[CH:6][C:5]([OH:8])=[CH:4][CH:3]=2)[CH:41]=[CH:40][C:32]=1[C:33]([O:35][C:36]([CH3:38])([CH3:39])[CH3:37])=[O:34])(=[O:29])[C:23]1[CH:24]=[CH:25][CH:26]=[CH:27][CH:28]=1. Given the reactants I[C:2]1[CH:7]=[CH:6][C:5]([OH:8])=[CH:4][CH:3]=1.C(N(CCCC)CCCC)CCC.[C:22]([NH:30][C:31]1[CH:43]=[C:42]([CH:44]=[CH2:45])[CH:41]=[CH:40][C:32]=1[C:33]([O:35][C:36]([CH3:39])([CH3:38])[CH3:37])=[O:34])(=[O:29])[C:23]1[CH:28]=[CH:27][CH:26]=[CH:25][CH:24]=1.C(O)(=O)CC(CC(O)=O)(C(O)=O)O, predict the reaction product. (5) Given the reactants [CH3:1][O:2][C:3]1[CH:9]=[CH:8][C:6]([NH2:7])=[C:5]([N+:10]([O-:12])=[O:11])[CH:4]=1.[C:13]([O:17][CH2:18][CH3:19])(=[O:16])[CH:14]=O.C1(C)C=CC=CC=1, predict the reaction product. The product is: [C:13]([O:17][CH2:18][CH:19]=[N:7][C:6]1[CH:8]=[CH:9][C:3]([O:2][CH3:1])=[CH:4][C:5]=1[N+:10]([O-:12])=[O:11])(=[O:16])[CH3:14]. (6) The product is: [CH:5]1[CH:4]=[CH:3][C:2]([CH2:1][C@H:8]([C:9]([OH:11])=[O:10])[CH2:12][C:13]([N:15]2[CH2:16][C@H:17]3[C@H:22]([CH2:21][CH2:20][CH2:19][CH2:18]3)[CH2:23]2)=[O:14])=[CH:7][CH:6]=1. Given the reactants [CH:1](=[C:8]([CH2:12][C:13]([N:15]1[CH2:23][C@H:22]2[C@H:17]([CH2:18][CH2:19][CH2:20][CH2:21]2)[CH2:16]1)=[O:14])[C:9]([OH:11])=[O:10])[C:2]1[CH:7]=[CH:6][CH:5]=[CH:4][CH:3]=1, predict the reaction product. (7) Given the reactants C[O:2][C:3]1[CH:4]=[C:5]([C:14]2[N:15]=[C:16]([C:20]3[C:21]([C:26]([F:29])([F:28])[F:27])=[N:22][CH:23]=[CH:24][CH:25]=3)[N:17]=[N:18][CH:19]=2)[CH:6]=[C:7]([N+:11]([O-:13])=[O:12])[C:8]=1[O:9]C.B(Br)(Br)Br, predict the reaction product. The product is: [N+:11]([C:7]1[CH:6]=[C:5]([C:14]2[N:15]=[C:16]([C:20]3[C:21]([C:26]([F:29])([F:28])[F:27])=[N:22][CH:23]=[CH:24][CH:25]=3)[N:17]=[N:18][CH:19]=2)[CH:4]=[C:3]([OH:2])[C:8]=1[OH:9])([O-:13])=[O:12]. (8) Given the reactants [CH2:1]([C:3]([OH:9])([CH2:7][CH3:8])[C:4]([OH:6])=[O:5])[CH3:2].S(=O)(=O)(O)O.[CH3:15]O, predict the reaction product. The product is: [CH2:1]([C:3]([OH:9])([CH2:7][CH3:8])[C:4]([O:6][CH3:15])=[O:5])[CH3:2]. (9) Given the reactants [NH2:1][C:2]1[CH:7]=[CH:6][C:5]([N+:8]([O-:10])=[O:9])=[CH:4][C:3]=1[C:11]#[C:12][C:13]([CH3:19])([CH3:18])[C:14]([O:16][CH3:17])=[O:15].N1C=CC=CC=1.[C:26](Cl)(=[O:30])[CH2:27][CH2:28][CH3:29], predict the reaction product. The product is: [C:26]([NH:1][C:2]1[CH:7]=[CH:6][C:5]([N+:8]([O-:10])=[O:9])=[CH:4][C:3]=1[C:11]#[C:12][C:13]([CH3:19])([CH3:18])[C:14]([O:16][CH3:17])=[O:15])(=[O:30])[CH2:27][CH2:28][CH3:29].